Dataset: Human liver microsome stability data. Task: Regression/Classification. Given a drug SMILES string, predict its absorption, distribution, metabolism, or excretion properties. Task type varies by dataset: regression for continuous measurements (e.g., permeability, clearance, half-life) or binary classification for categorical outcomes (e.g., BBB penetration, CYP inhibition). Dataset: hlm. (1) The compound is Cc1ccc(-c2ccc(Cl)c(C(=O)NCC3(O)CCCCCC3)c2)nc1. The result is 0 (unstable in human liver microsomes). (2) The molecule is COc1ccc2nc(NC(=O)C(CC3CCCC3)c3ccc(S(=O)(=O)N4CCCCC4)cc3)sc2n1. The result is 1 (stable in human liver microsomes). (3) The compound is O=C(C(c1ccccc1)c1c(-c2ccccc2)[nH]c2ccccc12)C(F)(F)F. The result is 0 (unstable in human liver microsomes). (4) The compound is Cc1cc2c(C(=O)NC[C@@H]3[C@H](C)CCCN3C(=O)c3nc(C)sc3-c3ccccc3)cccc2o1. The result is 0 (unstable in human liver microsomes). (5) The molecule is CS(=O)(=O)Nc1ccc2c(c1)S(=O)(=O)NC(C1=C(O)C3CCCC3N(Cc3ccc(F)cn3)C1=O)=N2. The result is 0 (unstable in human liver microsomes). (6) The compound is Cc1cc(CCC#N)cc(C)c1Oc1cc(Nc2ccc(C#N)cc2)c(N)cc1C(=O)N(C)C. The result is 0 (unstable in human liver microsomes). (7) The compound is O=C(Cn1cnc([N+](=O)[O-])n1)N1CCN(Cc2ccc(C(F)(F)F)cc2)CC1. The result is 0 (unstable in human liver microsomes). (8) The molecule is O=C(NC1(c2ccccc2)CC1)c1nn(-c2ccc(F)cc2F)c2c1C[C@H]1C[C@@H]21. The result is 1 (stable in human liver microsomes). (9) The molecule is Cc1c(C(=O)O)sc2ccc(NC(=O)C3(NC(=O)c4ccc5c(C6CCCCC6)c(-c6ccccn6)n(C)c5c4)CCN(C)CC3)cc12. The result is 0 (unstable in human liver microsomes). (10) The result is 1 (stable in human liver microsomes). The molecule is CCn1ccc2c3c(O)cc(-c4cccc(F)c4)nc3ccc21.